Dataset: Peptide-MHC class I binding affinity with 185,985 pairs from IEDB/IMGT. Task: Regression. Given a peptide amino acid sequence and an MHC pseudo amino acid sequence, predict their binding affinity value. This is MHC class I binding data. (1) The peptide sequence is RLRPGGKKK. The MHC is HLA-A02:03 with pseudo-sequence HLA-A02:03. The binding affinity (normalized) is 0. (2) The peptide sequence is SLRTTTVTGK. The MHC is HLA-A03:01 with pseudo-sequence HLA-A03:01. The binding affinity (normalized) is 0.829. (3) The peptide sequence is RIRQGLERA. The MHC is HLA-A03:01 with pseudo-sequence HLA-A03:01. The binding affinity (normalized) is 0.231. (4) The peptide sequence is QVGIFLICK. The MHC is HLA-A31:01 with pseudo-sequence HLA-A31:01. The binding affinity (normalized) is 0.0847. (5) The peptide sequence is EVLRPTTVV. The MHC is HLA-A02:06 with pseudo-sequence HLA-A02:06. The binding affinity (normalized) is 0.207.